This data is from Full USPTO retrosynthesis dataset with 1.9M reactions from patents (1976-2016). The task is: Predict the reactants needed to synthesize the given product. (1) The reactants are: [C:1]1([CH2:7][CH2:8][CH2:9][CH:10]2[CH2:15][CH2:14][NH:13][CH2:12][CH2:11]2)[CH:6]=[CH:5][CH:4]=[CH:3][CH:2]=1.Cl[CH2:17][CH2:18][C:19]([C:21]1[CH:26]=[CH:25][CH:24]=[CH:23][CH:22]=1)=[O:20].C(=O)([O-])[O-].[K+].[K+]. Given the product [O:20]=[C:19]([C:21]1[CH:26]=[CH:25][CH:24]=[CH:23][CH:22]=1)[CH2:18][CH2:17][N:13]1[CH2:12][CH2:11][CH:10]([CH2:9][CH2:8][CH2:7][C:1]2[CH:6]=[CH:5][CH:4]=[CH:3][CH:2]=2)[CH2:15][CH2:14]1, predict the reactants needed to synthesize it. (2) Given the product [Br:20][CH2:21][CH2:22][O:12][C:10]1[CH:9]=[CH:8][C:6]2[N:7]=[C:2]([NH2:1])[N:3]=[N+:4]([O-:13])[C:5]=2[CH:11]=1, predict the reactants needed to synthesize it. The reactants are: [NH2:1][C:2]1[N:3]=[N+:4]([O-:13])[C:5]2[CH:11]=[C:10]([OH:12])[CH:9]=[CH:8][C:6]=2[N:7]=1.C([O-])([O-])=O.[K+].[K+].[Br:20][CH2:21][CH2:22]Br. (3) The reactants are: Br[C:2]1[C:3]([NH2:10])=[N:4][CH:5]=[CH:6][C:7]=1[CH2:8][CH3:9].[CH3:11][O:12][C:13]1[CH:18]=[CH:17][C:16](B(O)O)=[CH:15][CH:14]=1.C([O-])([O-])=O.[Na+].[Na+]. Given the product [CH2:8]([C:7]1[CH:6]=[CH:5][N:4]=[C:3]([NH2:10])[C:2]=1[C:16]1[CH:17]=[CH:18][C:13]([O:12][CH3:11])=[CH:14][CH:15]=1)[CH3:9], predict the reactants needed to synthesize it. (4) Given the product [OH:8][CH2:9][CH2:10][O:11][C:12]([C:14]1[CH:15]=[C:16]([C:33]2[CH:38]=[CH:37][C:36]([OH:39])=[CH:35][CH:34]=2)[CH:17]=[C:18]([C:20]([O:22][CH2:23][CH2:24][OH:25])=[O:21])[CH:19]=1)=[O:13], predict the reactants needed to synthesize it. The reactants are: C([O:8][CH2:9][CH2:10][O:11][C:12]([C:14]1[CH:15]=[C:16]([C:33]2[CH:38]=[CH:37][C:36]([O:39]CC3C=CC=CC=3)=[CH:35][CH:34]=2)[CH:17]=[C:18]([C:20]([O:22][CH2:23][CH2:24][O:25]CC2C=CC=CC=2)=[O:21])[CH:19]=1)=[O:13])C1C=CC=CC=1.C. (5) Given the product [Cl:10][C:11]1[C:12]([NH:24][C:25]([C:27]2[C:35]3[C:30](=[CH:31][CH:32]=[C:33]([F:36])[CH:34]=3)[N:29]([CH3:37])[CH:28]=2)=[O:26])=[CH:13][C:14]([F:23])=[C:15]([CH2:17][C:18]([OH:20])=[O:19])[CH:16]=1, predict the reactants needed to synthesize it. The reactants are: C1COCC1.CO.[OH-].[Na+].[Cl:10][C:11]1[C:12]([NH:24][C:25]([C:27]2[C:35]3[C:30](=[CH:31][CH:32]=[C:33]([F:36])[CH:34]=3)[N:29]([CH3:37])[CH:28]=2)=[O:26])=[CH:13][C:14]([F:23])=[C:15]([CH2:17][C:18]([O:20]CC)=[O:19])[CH:16]=1. (6) Given the product [CH3:1][C:2]1[C:6]2[CH:7]=[N:8][CH:9]=[CH:10][C:5]=2[N:4]([NH2:33])[CH:3]=1, predict the reactants needed to synthesize it. The reactants are: [CH3:1][C:2]1[C:6]2[CH:7]=[N:8][CH:9]=[CH:10][C:5]=2[NH:4][CH:3]=1.CC([O-])(C)C.[K+].O(C(OC(C)(C)C)=O)C(OC(C)(C)C)=O.C[N:33](C=O)C. (7) Given the product [ClH:25].[Br:17][C:18]1[C:19]([Cl:25])=[C:20]([O:11][CH:8]2[CH2:9][CH2:10][N:4]([CH2:3][C:2]([OH:1])([CH3:16])[CH3:15])[CH2:5][C:6]3[O:14][CH:13]=[CH:12][C:7]2=3)[CH:21]=[CH:22][CH:23]=1, predict the reactants needed to synthesize it. The reactants are: [OH:1][C:2]([CH3:16])([CH3:15])[CH2:3][N:4]1[CH2:10][CH2:9][CH:8]([OH:11])[C:7]2[CH:12]=[CH:13][O:14][C:6]=2[CH2:5]1.[Br:17][C:18]1[C:19]([Cl:25])=[C:20](F)[CH:21]=[CH:22][CH:23]=1. (8) Given the product [N:14]1[CH:15]=[CH:16][N:17]=[CH:18][C:13]=1[O:6][CH2:5][C:4]1[CH:3]=[C:2]([OH:1])[CH:9]=[CH:8][CH:7]=1, predict the reactants needed to synthesize it. The reactants are: [OH:1][C:2]1[CH:3]=[C:4]([CH:7]=[CH:8][CH:9]=1)[CH2:5][OH:6].[H-].[Na+].Cl[C:13]1[CH:18]=[N:17][CH:16]=[CH:15][N:14]=1.